From a dataset of Reaction yield outcomes from USPTO patents with 853,638 reactions. Predict the reaction yield, written as a fraction of the theoretical maximum amount of product (1.0 means a 100% yield; for example, 0.34 means a 34% yield). (1) The reactants are [F:1][C:2]([F:17])([F:16])[C:3]1[N:8]=[CH:7][C:6]([C:9]2[CH:14]=[CH:13][NH:12][C:11](=[O:15])[N:10]=2)=[CH:5][CH:4]=1.Br[C:19]1[CH:20]=[CH:21][C:22]2[C:23]3[CH2:33][CH2:32][N:31]([C:34]([O:36][C:37]([CH3:40])([CH3:39])[CH3:38])=[O:35])[CH2:30][CH2:29][C:24]=3[N:25]([CH3:28])[C:26]=2[CH:27]=1.OC1C=CC=C2C=1N=CC=C2.C([O-])([O-])=O.[Cs+].[Cs+]. The catalyst is CS(C)=O.[Cu]I. The product is [CH3:28][N:25]1[C:26]2[CH:27]=[C:19]([N:12]3[CH:13]=[CH:14][C:9]([C:6]4[CH:7]=[N:8][C:3]([C:2]([F:1])([F:16])[F:17])=[CH:4][CH:5]=4)=[N:10][C:11]3=[O:15])[CH:20]=[CH:21][C:22]=2[C:23]2[CH2:33][CH2:32][N:31]([C:34]([O:36][C:37]([CH3:40])([CH3:39])[CH3:38])=[O:35])[CH2:30][CH2:29][C:24]1=2. The yield is 0.200. (2) The reactants are [CH:1]1[C:10]2[C:5](=[CH:6][CH:7]=[CH:8][CH:9]=2)[CH:4]=[C:3]([C:11]2[NH:15][C:14]3[CH:16]=[CH:17][CH:18]=[C:19]([C:20](O)=[O:21])[C:13]=3[N:12]=2)[N:2]=1.CN(C(ON1N=NC2C=CC=CC1=2)=[N+](C)C)C.F[P-](F)(F)(F)(F)F.Cl.[CH3:48][O:49][C:50](=[O:62])[CH:51]([NH2:61])[CH2:52][C:53]1[CH:58]=[C:57]([F:59])[CH:56]=[C:55]([F:60])[CH:54]=1. The catalyst is C(OCC)(=O)C. The product is [CH3:48][O:49][C:50](=[O:62])[CH:51]([NH:61][C:20]([C:19]1[C:13]2[N:12]=[C:11]([C:3]3[N:2]=[CH:1][C:10]4[C:5]([CH:4]=3)=[CH:6][CH:7]=[CH:8][CH:9]=4)[NH:15][C:14]=2[CH:16]=[CH:17][CH:18]=1)=[O:21])[CH2:52][C:53]1[CH:54]=[C:55]([F:60])[CH:56]=[C:57]([F:59])[CH:58]=1. The yield is 0.500.